Task: Binary Classification. Given a drug SMILES string, predict its activity (active/inactive) in a high-throughput screening assay against a specified biological target.. Dataset: HIV replication inhibition screening data with 41,000+ compounds from the AIDS Antiviral Screen (1) The result is 0 (inactive). The compound is NN=C1C(=O)N(c2ccc(Cl)cc2Cl)C(=O)C(=O)C1c1nc2ccccc2o1. (2) The compound is CCOC(=O)n1ccc2c(C(=O)OC)c(C(=O)OC)cc(C(=CC(=O)OC)C(=O)OC)c21. The result is 0 (inactive). (3) The drug is O=C(CCNC(=O)OCc1ccccc1)OCCCNC(=O)OCc1ccccc1. The result is 0 (inactive). (4) The compound is Clc1ccc(Nc2nn3c(CCCCCCCCc4nnc5sc(Nc6ccc(Cl)cc6)nn45)nnc3s2)cc1. The result is 0 (inactive). (5) The drug is CC(O)C(C(=O)O)N(CC1(O)OCC(O)C(O)C1O)N=O. The result is 0 (inactive). (6) The compound is Cc1ccc(C=c2c(=O)[nH]c3nc4ccccc4c(=O)n23)cc1. The result is 0 (inactive). (7) The compound is Cc1cccc(C(C)(C)C)c1NC(=O)C(=O)C(c1cnc2ccccc2n1)[N+](=O)[O-]. The result is 0 (inactive). (8) The molecule is O=[N+]([O-])c1ccc(Cc2ccc([N+](=O)[O-])cc2)cc1. The result is 0 (inactive). (9) The compound is CCOc1cc2c(cnc3c4cc(OC)c(OC)cc4ccc23)cc1OC. The result is 0 (inactive). (10) The compound is Cc1csc(=Nc2ccccc2)n1CCC(O)(P(=O)(O)O)P(=O)(O)O. The result is 0 (inactive).